From a dataset of Forward reaction prediction with 1.9M reactions from USPTO patents (1976-2016). Predict the product of the given reaction. (1) Given the reactants [CH2:1]([CH:3]1[NH:12][C:11]2[C:6](=[CH:7][CH:8]=[C:9]([F:13])[CH:10]=2)[N:5]2[CH:14]=[CH:15][CH:16]=[C:4]12)[CH3:2].[C:17](Cl)(=[O:26])[C:18]1[CH:23]=[CH:22][C:21]([O:24][CH3:25])=[CH:20][CH:19]=1, predict the reaction product. The product is: [CH2:1]([CH:3]1[N:12]([C:17](=[O:26])[C:18]2[CH:23]=[CH:22][C:21]([O:24][CH3:25])=[CH:20][CH:19]=2)[C:11]2[C:6](=[CH:7][CH:8]=[C:9]([F:13])[CH:10]=2)[N:5]2[CH:14]=[CH:15][CH:16]=[C:4]12)[CH3:2]. (2) Given the reactants [F:1][C:2]1[CH:7]=[CH:6][C:5]([C:8]2[C:9]3[CH:21]=[CH:20][C:19](=[O:22])[N:18]([C:23]4[CH:28]=[CH:27][CH:26]=[CH:25][C:24]=4[F:29])[C:10]=3[N:11]=[C:12](S(C)(=O)=O)[N:13]=2)=[C:4]([CH3:30])[CH:3]=1.[NH2:31][C:32]([CH3:37])([CH2:35][OH:36])[CH2:33][OH:34], predict the reaction product. The product is: [OH:34][CH2:33][C:32]([NH:31][C:12]1[N:13]=[C:8]([C:5]2[CH:6]=[CH:7][C:2]([F:1])=[CH:3][C:4]=2[CH3:30])[C:9]2[CH:21]=[CH:20][C:19](=[O:22])[N:18]([C:23]3[CH:28]=[CH:27][CH:26]=[CH:25][C:24]=3[F:29])[C:10]=2[N:11]=1)([CH3:37])[CH2:35][OH:36].